From a dataset of Forward reaction prediction with 1.9M reactions from USPTO patents (1976-2016). Predict the product of the given reaction. (1) Given the reactants [C:1]([C:5]1[CH:6]=[C:7]([C:15]2[CH:20]=[CH:19][C:18](/[C:21](/[CH3:25])=[CH:22]/[CH2:23][OH:24])=[CH:17][CH:16]=2)[CH:8]=[C:9]([C:11]([CH3:14])([CH3:13])[CH3:12])[CH:10]=1)([CH3:4])([CH3:3])[CH3:2].[CH2:26]([O:28][C@@H:29]([CH2:35][C:36]1[CH:41]=[CH:40][C:39](O)=[CH:38][CH:37]=1)[C:30]([O:32][CH2:33][CH3:34])=[O:31])[CH3:27], predict the reaction product. The product is: [C:1]([C:5]1[CH:6]=[C:7]([C:15]2[CH:16]=[CH:17][C:18](/[C:21](/[CH3:25])=[CH:22]/[CH2:23][O:24][C:39]3[CH:38]=[CH:37][C:36]([CH2:35][C@H:29]([O:28][CH2:26][CH3:27])[C:30]([O:32][CH2:33][CH3:34])=[O:31])=[CH:41][CH:40]=3)=[CH:19][CH:20]=2)[CH:8]=[C:9]([C:11]([CH3:14])([CH3:13])[CH3:12])[CH:10]=1)([CH3:2])([CH3:3])[CH3:4]. (2) Given the reactants [N:1]12[CH2:8][CH2:7][CH:4]([CH2:5][CH2:6]1)[C@@H:3]([O:9][C:10]1[CH:15]=[CH:14][C:13]([C:16]3[CH:21]=[CH:20][CH:19]=[C:18]([NH2:22])[CH:17]=3)=[CH:12][CH:11]=1)[CH2:2]2.[C:23]([OH:30])(=[O:29])/[CH:24]=[CH:25]/[C:26]([OH:28])=[O:27], predict the reaction product. The product is: [C:23]([OH:30])(=[O:29])/[CH:24]=[CH:25]/[C:26]([OH:28])=[O:27].[N:1]12[CH2:6][CH2:5][CH:4]([CH2:7][CH2:8]1)[C@@H:3]([O:9][C:10]1[CH:11]=[CH:12][C:13]([C:16]3[CH:21]=[CH:20][CH:19]=[C:18]([NH2:22])[CH:17]=3)=[CH:14][CH:15]=1)[CH2:2]2.